From a dataset of Forward reaction prediction with 1.9M reactions from USPTO patents (1976-2016). Predict the product of the given reaction. (1) Given the reactants [N+:1]([C:4]1[CH:11]=[CH:10][C:7]([C:8]#[N:9])=[CH:6][CH:5]=1)([O-:3])=[O:2].[CH3:12][CH2:13][OH:14].C([Cl:18])(=O)C, predict the reaction product. The product is: [ClH:18].[N+:1]([C:4]1[CH:5]=[CH:6][C:7]([C:8](=[NH:9])[O:14][CH2:13][CH3:12])=[CH:10][CH:11]=1)([O-:3])=[O:2]. (2) Given the reactants [N+:1]([C:4]1[CH:35]=[C:34]([C:36]2[C:41]([I:42])=[CH:40][C:39]([I:43])=[C:38]([CH2:44][CH3:45])[C:37]=2[I:46])[CH:33]=[CH:32][C:5]=1[C:6]([C:8]1([O:26][C@H:25]([CH2:27][O:28]C(=O)C)[C@@H:20]([O:21]C(=O)C)[C@H:15]([O:16]C(=O)C)[C@H:13]1[NH2:14])[O:9]C(=O)C)=[O:7])([O-])=O.Cl, predict the reaction product. The product is: [NH2:1][C:4]1[CH:35]=[C:34]([C:36]2[C:41]([I:42])=[CH:40][C:39]([I:43])=[C:38]([CH2:44][CH3:45])[C:37]=2[I:46])[CH:33]=[CH:32][C:5]=1[C:6]([C:8]1([O:26][C@H:25]([CH2:27][OH:28])[C@@H:20]([OH:21])[C@H:15]([OH:16])[C@H:13]1[NH2:14])[OH:9])=[O:7].